From a dataset of Catalyst prediction with 721,799 reactions and 888 catalyst types from USPTO. Predict which catalyst facilitates the given reaction. Reactant: [CH2:1]([O:3][C:4]1[CH:15]=[CH:14][C:7]([CH2:8][C@@H:9]([C:11]([OH:13])=[O:12])[NH2:10])=[CH:6][CH:5]=1)[CH3:2].C(N1[C:25](=[O:26])[C:24]2=[CH:27][CH:28]=[CH:29][CH:30]=[C:23]2[C:22]1=[O:31])(OCC)=O.C(=O)([O-])[O-].[Na+].[Na+].Cl. Product: [CH2:1]([O:3][C:4]1[CH:15]=[CH:14][C:7]([CH2:8][C@H:9]([N:10]2[C:25](=[O:26])[C:24]3[C:23](=[CH:30][CH:29]=[CH:28][CH:27]=3)[C:22]2=[O:31])[C:11]([OH:13])=[O:12])=[CH:6][CH:5]=1)[CH3:2]. The catalyst class is: 6.